Dataset: NCI-60 drug combinations with 297,098 pairs across 59 cell lines. Task: Regression. Given two drug SMILES strings and cell line genomic features, predict the synergy score measuring deviation from expected non-interaction effect. (1) Drug 1: CCN(CC)CCNC(=O)C1=C(NC(=C1C)C=C2C3=C(C=CC(=C3)F)NC2=O)C. Drug 2: C1C(C(OC1N2C=NC(=NC2=O)N)CO)O. Cell line: OVCAR-5. Synergy scores: CSS=1.08, Synergy_ZIP=2.21, Synergy_Bliss=1.92, Synergy_Loewe=1.20, Synergy_HSA=0.374. (2) Drug 1: CC(CN1CC(=O)NC(=O)C1)N2CC(=O)NC(=O)C2. Drug 2: CCC1=C2CN3C(=CC4=C(C3=O)COC(=O)C4(CC)O)C2=NC5=C1C=C(C=C5)O. Cell line: BT-549. Synergy scores: CSS=29.3, Synergy_ZIP=-5.48, Synergy_Bliss=-0.564, Synergy_Loewe=-5.47, Synergy_HSA=0.208. (3) Drug 1: CN1CCC(CC1)COC2=C(C=C3C(=C2)N=CN=C3NC4=C(C=C(C=C4)Br)F)OC. Drug 2: C1CN(CCN1C(=O)CCBr)C(=O)CCBr. Cell line: SK-MEL-28. Synergy scores: CSS=4.91, Synergy_ZIP=-0.671, Synergy_Bliss=2.10, Synergy_Loewe=-2.68, Synergy_HSA=-1.82. (4) Drug 1: C1=NC2=C(N=C(N=C2N1C3C(C(C(O3)CO)O)O)F)N. Drug 2: CCN(CC)CCCC(C)NC1=C2C=C(C=CC2=NC3=C1C=CC(=C3)Cl)OC. Cell line: RXF 393. Synergy scores: CSS=8.40, Synergy_ZIP=-1.96, Synergy_Bliss=1.40, Synergy_Loewe=-5.55, Synergy_HSA=-0.985. (5) Drug 1: CCN(CC)CCCC(C)NC1=C2C=C(C=CC2=NC3=C1C=CC(=C3)Cl)OC. Drug 2: C(CCl)NC(=O)N(CCCl)N=O. Cell line: A498. Synergy scores: CSS=27.7, Synergy_ZIP=-2.46, Synergy_Bliss=0.442, Synergy_Loewe=-16.1, Synergy_HSA=0.305. (6) Drug 1: COC1=C(C=C2C(=C1)N=CN=C2NC3=CC(=C(C=C3)F)Cl)OCCCN4CCOCC4. Drug 2: CC12CCC3C(C1CCC2OP(=O)(O)O)CCC4=C3C=CC(=C4)OC(=O)N(CCCl)CCCl.[Na+]. Cell line: BT-549. Synergy scores: CSS=4.12, Synergy_ZIP=-8.39, Synergy_Bliss=-14.3, Synergy_Loewe=-32.2, Synergy_HSA=-12.9. (7) Drug 1: CCC1=CC2CC(C3=C(CN(C2)C1)C4=CC=CC=C4N3)(C5=C(C=C6C(=C5)C78CCN9C7C(C=CC9)(C(C(C8N6C)(C(=O)OC)O)OC(=O)C)CC)OC)C(=O)OC.C(C(C(=O)O)O)(C(=O)O)O. Drug 2: COC1=CC(=CC(=C1O)OC)C2C3C(COC3=O)C(C4=CC5=C(C=C24)OCO5)OC6C(C(C7C(O6)COC(O7)C8=CC=CS8)O)O. Cell line: OVCAR-4. Synergy scores: CSS=12.1, Synergy_ZIP=-8.80, Synergy_Bliss=-4.89, Synergy_Loewe=-1.82, Synergy_HSA=-1.93. (8) Drug 1: CNC(=O)C1=CC=CC=C1SC2=CC3=C(C=C2)C(=NN3)C=CC4=CC=CC=N4. Drug 2: CCN(CC)CCCC(C)NC1=C2C=C(C=CC2=NC3=C1C=CC(=C3)Cl)OC. Cell line: BT-549. Synergy scores: CSS=25.6, Synergy_ZIP=3.16, Synergy_Bliss=5.99, Synergy_Loewe=4.69, Synergy_HSA=4.42. (9) Cell line: MDA-MB-435. Drug 1: B(C(CC(C)C)NC(=O)C(CC1=CC=CC=C1)NC(=O)C2=NC=CN=C2)(O)O. Drug 2: N.N.Cl[Pt+2]Cl. Synergy scores: CSS=70.0, Synergy_ZIP=-1.72, Synergy_Bliss=0.938, Synergy_Loewe=-46.3, Synergy_HSA=2.37.